From a dataset of Antibody developability classification from SAbDab with 2,409 antibodies. Regression/Classification. Given an antibody's heavy chain and light chain sequences, predict its developability. TAP uses regression for 5 developability metrics; SAbDab uses binary classification. The antibody is ['EVQLQQSGPELVKPGASVKISCKDSGYAFNSSWMNWVKQRPGQGLEWIGRIYPGDGDSNYNGKFEGKAILTADKSSSTAYMQLSSLTSVDSAVYFCARSGLLRYAMDYWGQGTSVTVSS', 'DIQMTQTTSSLSASLGDRVTVSCRASQDIRNYLNWYQQKPDGTVKFLIYYTSRLQPGVPSRFSGSGSGTDYSLTINNLEQEDIGTYFCQQGNTPPWTFGGGTKLEIK']. Result: 0 (not developable).